Dataset: NCI-60 drug combinations with 297,098 pairs across 59 cell lines. Task: Regression. Given two drug SMILES strings and cell line genomic features, predict the synergy score measuring deviation from expected non-interaction effect. (1) Drug 1: CC1=C(C=C(C=C1)NC2=NC=CC(=N2)N(C)C3=CC4=NN(C(=C4C=C3)C)C)S(=O)(=O)N.Cl. Drug 2: C1C(C(OC1N2C=NC3=C(N=C(N=C32)Cl)N)CO)O. Cell line: T-47D. Synergy scores: CSS=4.13, Synergy_ZIP=-0.801, Synergy_Bliss=4.11, Synergy_Loewe=2.98, Synergy_HSA=3.10. (2) Drug 1: CCC(=C(C1=CC=CC=C1)C2=CC=C(C=C2)OCCN(C)C)C3=CC=CC=C3.C(C(=O)O)C(CC(=O)O)(C(=O)O)O. Drug 2: CS(=O)(=O)CCNCC1=CC=C(O1)C2=CC3=C(C=C2)N=CN=C3NC4=CC(=C(C=C4)OCC5=CC(=CC=C5)F)Cl. Cell line: SNB-75. Synergy scores: CSS=0.311, Synergy_ZIP=1.25, Synergy_Bliss=-0.966, Synergy_Loewe=-5.43, Synergy_HSA=-4.01. (3) Drug 1: CC1=C2C(C(=O)C3(C(CC4C(C3C(C(C2(C)C)(CC1OC(=O)C(C(C5=CC=CC=C5)NC(=O)OC(C)(C)C)O)O)OC(=O)C6=CC=CC=C6)(CO4)OC(=O)C)O)C)O. Drug 2: CC12CCC3C(C1CCC2OP(=O)(O)O)CCC4=C3C=CC(=C4)OC(=O)N(CCCl)CCCl.[Na+]. Cell line: BT-549. Synergy scores: CSS=63.1, Synergy_ZIP=32.5, Synergy_Bliss=31.6, Synergy_Loewe=34.2, Synergy_HSA=32.1. (4) Drug 2: C1CNP(=O)(OC1)N(CCCl)CCCl. Synergy scores: CSS=-11.7, Synergy_ZIP=6.71, Synergy_Bliss=5.68, Synergy_Loewe=-3.06, Synergy_HSA=-5.18. Drug 1: CC1=C(C=C(C=C1)C(=O)NC2=CC(=CC(=C2)C(F)(F)F)N3C=C(N=C3)C)NC4=NC=CC(=N4)C5=CN=CC=C5. Cell line: T-47D. (5) Drug 1: CCC1(C2=C(COC1=O)C(=O)N3CC4=CC5=C(C=CC(=C5CN(C)C)O)N=C4C3=C2)O. Drug 2: CNC(=O)C1=NC=CC(=C1)OC2=CC=C(C=C2)NC(=O)NC3=CC(=C(C=C3)Cl)C(F)(F)F. Cell line: T-47D. Synergy scores: CSS=52.7, Synergy_ZIP=-2.66, Synergy_Bliss=-3.21, Synergy_Loewe=3.18, Synergy_HSA=6.72. (6) Drug 1: C1CN1C2=NC(=NC(=N2)N3CC3)N4CC4. Drug 2: CCC1=CC2CC(C3=C(CN(C2)C1)C4=CC=CC=C4N3)(C5=C(C=C6C(=C5)C78CCN9C7C(C=CC9)(C(C(C8N6C)(C(=O)OC)O)OC(=O)C)CC)OC)C(=O)OC.C(C(C(=O)O)O)(C(=O)O)O. Cell line: UACC62. Synergy scores: CSS=49.2, Synergy_ZIP=-7.23, Synergy_Bliss=-8.66, Synergy_Loewe=-4.41, Synergy_HSA=-0.603.